This data is from Peptide-MHC class II binding affinity with 134,281 pairs from IEDB. The task is: Regression. Given a peptide amino acid sequence and an MHC pseudo amino acid sequence, predict their binding affinity value. This is MHC class II binding data. (1) The peptide sequence is FGPASFARIETAFAN. The MHC is DRB1_0404 with pseudo-sequence DRB1_0404. The binding affinity (normalized) is 0.912. (2) The peptide sequence is CGMFTNRSGSQQ. The MHC is HLA-DPA10201-DPB10501 with pseudo-sequence HLA-DPA10201-DPB10501. The binding affinity (normalized) is 0.107. (3) The MHC is DRB1_1602 with pseudo-sequence DRB1_1602. The peptide sequence is SGHAFGAMAKKGDEQ. The binding affinity (normalized) is 0.179. (4) The peptide sequence is LPADLMIRIIAQGPK. The MHC is HLA-DPA10201-DPB10101 with pseudo-sequence HLA-DPA10201-DPB10101. The binding affinity (normalized) is 0.266. (5) The peptide sequence is ISSYKLDLTILGLAA. The MHC is DRB5_0101 with pseudo-sequence DRB5_0101. The binding affinity (normalized) is 0.362. (6) The peptide sequence is VVIFILLMLVTPSMT. The MHC is DRB1_0701 with pseudo-sequence DRB1_0701. The binding affinity (normalized) is 0.427. (7) The peptide sequence is FKLLQNSQVYSLIRP. The MHC is DRB1_0301 with pseudo-sequence DRB1_0301. The binding affinity (normalized) is 0.438. (8) The peptide sequence is VDFGNSYIAEMETES. The MHC is HLA-DQA10102-DQB10501 with pseudo-sequence HLA-DQA10102-DQB10501. The binding affinity (normalized) is 0. (9) The MHC is HLA-DQA10501-DQB10303 with pseudo-sequence HLA-DQA10501-DQB10303. The binding affinity (normalized) is 0.182. The peptide sequence is ELQLKDGRRIVVPCR. (10) The peptide sequence is AFIYDGDNLFPKV. The MHC is HLA-DQA10501-DQB10201 with pseudo-sequence HLA-DQA10501-DQB10201. The binding affinity (normalized) is 0.613.